This data is from Full USPTO retrosynthesis dataset with 1.9M reactions from patents (1976-2016). The task is: Predict the reactants needed to synthesize the given product. (1) The reactants are: [CH:1]1([C:4]2[CH:5]=[CH:6][C:7]([C:17]([NH:19][C:20]([CH2:26][CH3:27])([CH2:24][CH3:25])[C:21](O)=[O:22])=[O:18])=[N:8][C:9]=2[O:10][CH2:11][CH:12]2[CH2:16][CH2:15][CH2:14][O:13]2)[CH2:3][CH2:2]1.Cl.[CH3:29][NH2:30]. Given the product [CH2:24]([C:20]([NH:19][C:17]([C:7]1[CH:6]=[CH:5][C:4]([CH:1]2[CH2:2][CH2:3]2)=[C:9]([O:10][CH2:11][CH:12]2[CH2:16][CH2:15][CH2:14][O:13]2)[N:8]=1)=[O:18])([C:21](=[O:22])[NH:30][CH3:29])[CH2:26][CH3:27])[CH3:25], predict the reactants needed to synthesize it. (2) Given the product [CH3:7][C:5]1[N:6]=[C:2]([NH:1][S:25]([CH3:24])(=[O:27])=[O:26])[S:3][C:4]=1[C:8]1[CH:13]=[CH:12][N:11]=[C:10]([NH:14][C:15]2[CH:20]=[CH:19][CH:18]=[C:17]([N+:21]([O-:23])=[O:22])[CH:16]=2)[N:9]=1, predict the reactants needed to synthesize it. The reactants are: [NH2:1][C:2]1[S:3][C:4]([C:8]2[CH:13]=[CH:12][N:11]=[C:10]([NH:14][C:15]3[CH:20]=[CH:19][CH:18]=[C:17]([N+:21]([O-:23])=[O:22])[CH:16]=3)[N:9]=2)=[C:5]([CH3:7])[N:6]=1.[CH3:24][S:25](Cl)(=[O:27])=[O:26].CCN(CC)CC.